From a dataset of Full USPTO retrosynthesis dataset with 1.9M reactions from patents (1976-2016). Predict the reactants needed to synthesize the given product. (1) Given the product [CH3:1][O:2][C:3]1[C:14]2=[C:15]3[N:10]([CH2:11][CH2:12][CH2:13]2)[CH2:9][CH2:8][CH2:7][C:6]3=[CH:5][C:4]=1[CH:16]=[CH:17][C:18]1[S:19][C:20]([CH:30]=[O:31])=[CH:21][CH:22]=1, predict the reactants needed to synthesize it. The reactants are: [CH3:1][O:2][C:3]1[C:14]2=[C:15]3[N:10]([CH2:11][CH2:12][CH2:13]2)[CH2:9][CH2:8][CH2:7][C:6]3=[CH:5][C:4]=1[CH:16]=[CH:17][C:18]1[S:19][CH:20]=[CH:21][CH:22]=1.C([Li])CCC.CN(C)[CH:30]=[O:31].O. (2) Given the product [N+:1]([C:4]1[CH:5]=[CH:6][C:7]([CH2:10][N:15]2[CH2:16][CH2:17][N:12]([CH2:18][CH2:19][OH:20])[CH2:13][CH2:14]2)=[N:8][CH:9]=1)([O-:3])=[O:2], predict the reactants needed to synthesize it. The reactants are: [N+:1]([C:4]1[CH:5]=[CH:6][C:7]([CH:10]=O)=[N:8][CH:9]=1)([O-:3])=[O:2].[N:12]1([CH2:18][CH2:19][OH:20])[CH2:17][CH2:16][NH:15][CH2:14][CH2:13]1.C(O[BH-](OC(=O)C)OC(=O)C)(=O)C.[Na+].C(=O)([O-])O.[Na+]. (3) Given the product [CH:1]1([S:4]([N:7]2[CH:11]=[C:10]([C:12]3[N:17]=[C:16]([NH:18][C:19]4[N:24]=[CH:23][C:22]5[N:25]=[C:26]([CH:31]=[O:33])[N:27]([CH:28]([CH3:29])[CH3:30])[C:21]=5[CH:20]=4)[CH:15]=[CH:14][N:13]=3)[CH:9]=[N:8]2)(=[O:6])=[O:5])[CH2:3][CH2:2]1, predict the reactants needed to synthesize it. The reactants are: [CH:1]1([S:4]([N:7]2[CH:11]=[C:10]([C:12]3[N:17]=[C:16]([NH:18][C:19]4[N:24]=[CH:23][C:22]5[N:25]=[C:26]([CH3:31])[N:27]([CH:28]([CH3:30])[CH3:29])[C:21]=5[CH:20]=4)[CH:15]=[CH:14][N:13]=3)[CH:9]=[N:8]2)(=[O:6])=[O:5])[CH2:3][CH2:2]1.I(C1C=CC=CC=1C(O)=O)(=O)=[O:33].CS(C)=O. (4) Given the product [C:32]([N:40]1[CH2:45][CH2:44][CH:43]([CH2:46][CH2:47][C:48]([NH:1][C@H:2]([C@H:21]([C:23]2[C:31]3[C:26](=[CH:27][CH:28]=[CH:29][CH:30]=3)[NH:25][CH:24]=2)[CH3:22])[C:3]([NH:5][C:6]2[CH:7]=[C:8]([CH:18]=[CH:19][CH:20]=2)[CH2:9][NH:10][C:11](=[O:17])[O:12][C:13]([CH3:16])([CH3:15])[CH3:14])=[O:4])=[O:49])[CH2:42][CH2:41]1)(=[O:39])[C:33]1[CH:34]=[CH:35][CH:36]=[CH:37][CH:38]=1, predict the reactants needed to synthesize it. The reactants are: [NH2:1][C@H:2]([C@H:21]([C:23]1[C:31]2[C:26](=[CH:27][CH:28]=[CH:29][CH:30]=2)[NH:25][CH:24]=1)[CH3:22])[C:3]([NH:5][C:6]1[CH:7]=[C:8]([CH:18]=[CH:19][CH:20]=1)[CH2:9][NH:10][C:11](=[O:17])[O:12][C:13]([CH3:16])([CH3:15])[CH3:14])=[O:4].[C:32]([N:40]1[CH2:45][CH2:44][CH:43]([CH2:46][CH2:47][C:48](O)=[O:49])[CH2:42][CH2:41]1)(=[O:39])[C:33]1[CH:38]=[CH:37][CH:36]=[CH:35][CH:34]=1.CCN=C=NCCCN(C)C.C1C=CC2N(O)N=NC=2C=1.C(=O)([O-])O.[Na+]. (5) Given the product [Br:1][C:2]1[C:3]([CH2:16][O:17][CH2:25][C:24]2[CH:27]=[CH:28][CH:29]=[C:22]([O:21][CH2:20][CH2:19][F:18])[CH:23]=2)=[C:4]2[C:9](=[C:10]([CH3:12])[CH:11]=1)[NH:8][C:7]([CH3:13])([CH3:14])[CH2:6][CH:5]2[CH3:15], predict the reactants needed to synthesize it. The reactants are: [Br:1][C:2]1[C:3]([CH2:16][OH:17])=[C:4]2[C:9](=[C:10]([CH3:12])[CH:11]=1)[NH:8][C:7]([CH3:14])([CH3:13])[CH2:6][CH:5]2[CH3:15].[F:18][CH2:19][CH2:20][O:21][C:22]1[CH:23]=[C:24]([CH:27]=[CH:28][CH:29]=1)[CH2:25]Br.[H-].[Na+]. (6) Given the product [F:15][C:13]([F:14])([F:16])[C:10]1[CH:9]=[CH:8][C:7]([C:5]2[S:4][C:3]([CH2:17][OH:18])=[CH:2][CH:6]=2)=[CH:12][CH:11]=1, predict the reactants needed to synthesize it. The reactants are: C[C:2]1[CH:6]=[C:5]([C:7]2[CH:12]=[CH:11][C:10]([C:13]([F:16])([F:15])[F:14])=[CH:9][CH:8]=2)[S:4][C:3]=1[CH:17]=[O:18].[Li+].[BH4-].